From a dataset of Forward reaction prediction with 1.9M reactions from USPTO patents (1976-2016). Predict the product of the given reaction. (1) Given the reactants [N:1]1[C:9]2[C:4](=[N:5][CH:6]=[CH:7][CH:8]=2)[N:3]([CH2:10][C:11]2[CH:22]=[CH:21][C:14]3[N:15]=[C:16](S(C)=O)[O:17][C:13]=3[CH:12]=2)[CH:2]=1.[CH2:23]1[C:31]2[C:26](=[CH:27][CH:28]=[CH:29][CH:30]=2)[C@@H:25]([NH2:32])[C@@H:24]1[OH:33].CCN(C(C)C)C(C)C, predict the reaction product. The product is: [N:1]1[C:9]2[C:4](=[N:5][CH:6]=[CH:7][CH:8]=2)[N:3]([CH2:10][C:11]2[CH:22]=[CH:21][C:14]3[N:15]=[C:16]([NH:32][C@@H:25]4[C:26]5[C:31](=[CH:30][CH:29]=[CH:28][CH:27]=5)[CH2:23][C@H:24]4[OH:33])[O:17][C:13]=3[CH:12]=2)[CH:2]=1. (2) The product is: [N:1]1[CH:6]=[CH:5][C:4]([CH:7]2[CH2:8][N:9]([C:13](=[O:17])[CH2:14][CH2:15][CH3:16])[CH2:10][CH2:11][O:12]2)=[CH:3][CH:2]=1. Given the reactants [N:1]1[CH:6]=[CH:5][C:4]([CH:7]2[O:12][CH2:11][CH2:10][NH:9][CH2:8]2)=[CH:3][CH:2]=1.[C:13](Cl)(=[O:17])[CH2:14][CH2:15][CH3:16].C(N(CC)CC)C, predict the reaction product. (3) Given the reactants C([O:5][C:6]([C:8]1[N:9]=[N:10][N:11]([CH2:13][C@H:14]([F:54])[CH2:15][C:16]([C:31]2[N:32]=[N:33][C:34]([NH:37][C:38](=[O:53])[CH2:39][C:40]3[CH:45]=[C:44]([O:46][CH:47]4[CH2:50][C:49]([F:52])([F:51])[CH2:48]4)[CH:43]=[CH:42][N:41]=3)=[CH:35][CH:36]=2)(C(OC(C)(C)C)=O)C(OC(C)(C)C)=O)[CH:12]=1)=[O:7])(C)(C)C, predict the reaction product. The product is: [F:52][C:49]1([F:51])[CH2:50][CH:47]([O:46][C:44]2[CH:43]=[CH:42][N:41]=[C:40]([CH2:39][C:38]([NH:37][C:34]3[N:33]=[N:32][C:31]([CH2:16][CH2:15][C@@H:14]([F:54])[CH2:13][N:11]4[CH:12]=[C:8]([C:6]([OH:7])=[O:5])[N:9]=[N:10]4)=[CH:36][CH:35]=3)=[O:53])[CH:45]=2)[CH2:48]1. (4) The product is: [F:1][C:2]1[CH:7]=[CH:6][CH:5]=[C:4]([I:8])[C:3]=1[C:9]1[N:10]=[N:11][N:12]([CH3:16])[N:13]=1. Given the reactants [F:1][C:2]1[CH:7]=[CH:6][CH:5]=[C:4]([I:8])[C:3]=1[C:9]1[NH:13][N:12]=[N:11][N:10]=1.IC.[C:16](=O)([O-])[O-].[K+].[K+], predict the reaction product. (5) Given the reactants [Cl:1][C:2]1[CH:9]=[C:8]([N:10]([CH2:16][C:17]2[CH:22]=[CH:21][CH:20]=[CH:19][C:18]=2[F:23])[C@H:11]2[CH2:15][CH2:14][NH:13][CH2:12]2)[CH:7]=[CH:6][C:3]=1[C:4]#[N:5].[O:24]=[C:25]1[NH:30][C:29](=[O:31])[C:28]([CH:32]=O)=[CH:27][NH:26]1, predict the reaction product. The product is: [Cl:1][C:2]1[CH:9]=[C:8]([N:10]([C@H:11]2[CH2:15][CH2:14][N:13]([CH2:32][C:28]3[C:29](=[O:31])[NH:30][C:25](=[O:24])[NH:26][CH:27]=3)[CH2:12]2)[CH2:16][C:17]2[CH:22]=[CH:21][CH:20]=[CH:19][C:18]=2[F:23])[CH:7]=[CH:6][C:3]=1[C:4]#[N:5]. (6) Given the reactants IC1C=C([N+]([O-])=O)C=C2C=1CCCN2C(=O)C(F)(F)F.[Cl:21][C:22]1[CH:31]=[C:30]([N+:32]([O-:34])=[O:33])[CH:29]=[C:28]2[C:23]=1[CH2:24][CH2:25][CH2:26][N:27]2C(=O)C(F)(F)F, predict the reaction product. The product is: [Cl:21][C:22]1[CH:31]=[C:30]([N+:32]([O-:34])=[O:33])[CH:29]=[C:28]2[C:23]=1[CH2:24][CH2:25][CH2:26][NH:27]2. (7) Given the reactants [CH2:1]([O:3][C:4](=[O:14])[NH:5][C:6]([N:8]1[CH2:13][CH2:12][O:11][CH2:10][CH2:9]1)=S)[CH3:2].Cl.Cl.[C:17]([C:19]1([NH:28][C:29](=[O:37])[CH:30]([NH2:36])[CH2:31][C:32]([CH3:35])([CH3:34])[CH3:33])[CH2:24][CH2:23][N:22]([CH2:25][CH2:26][CH3:27])[CH2:21][CH2:20]1)#[N:18], predict the reaction product. The product is: [CH2:1]([O:3][C:4](=[O:14])[NH:5][C:6](=[N:36][CH:30]([C:29](=[O:37])[NH:28][C:19]1([C:17]#[N:18])[CH2:24][CH2:23][N:22]([CH2:25][CH2:26][CH3:27])[CH2:21][CH2:20]1)[CH2:31][C:32]([CH3:34])([CH3:35])[CH3:33])[N:8]1[CH2:13][CH2:12][O:11][CH2:10][CH2:9]1)[CH3:2]. (8) Given the reactants [ClH:1].[CH3:2][O:3][C:4](=[O:31])[CH2:5][C@H:6]1[CH2:11][CH2:10][C@H:9]([C:12]2[CH:17]=[CH:16][C:15]([NH:18][C:19](=[O:30])[CH2:20][CH2:21][NH:22]C(OC(C)(C)C)=O)=[CH:14][CH:13]=2)[CH2:8][CH2:7]1, predict the reaction product. The product is: [ClH:1].[CH3:2][O:3][C:4](=[O:31])[CH2:5][C@H:6]1[CH2:7][CH2:8][C@H:9]([C:12]2[CH:13]=[CH:14][C:15]([NH:18][C:19](=[O:30])[CH2:20][CH2:21][NH2:22])=[CH:16][CH:17]=2)[CH2:10][CH2:11]1. (9) Given the reactants [Cl:1][C:2]1[N:3]=[C:4]([N:13]2[CH2:18][CH2:17][O:16][CH2:15][CH2:14]2)[C:5]2[S:10][CH:9]=[C:8]([CH:11]=[CH2:12])[C:6]=2[N:7]=1.[O:19]1CCCC1.B1C2CCCC1CCC2.OO.[OH-].[Na+], predict the reaction product. The product is: [Cl:1][C:2]1[N:3]=[C:4]([N:13]2[CH2:18][CH2:17][O:16][CH2:15][CH2:14]2)[C:5]2[S:10][CH:9]=[C:8]([CH2:11][CH2:12][OH:19])[C:6]=2[N:7]=1. (10) The product is: [Br:9][C:10]1[CH:11]=[CH:12][C:13]([C:16]2[O:17][C:2]3[CH:8]=[CH:7][CH:6]=[CH:5][C:3]=3[N:4]=2)=[N:14][CH:15]=1. Given the reactants Br[C:2]1[CH:8]=[CH:7][CH:6]=[CH:5][C:3]=1[NH2:4].[Br:9][C:10]1[CH:11]=[CH:12][C:13]([C:16](Cl)=[O:17])=[N:14][CH:15]=1.C([O-])([O-])=O.[Cs+].[Cs+].N1C2C(=CC=C3C=2N=CC=C3)C=CC=1, predict the reaction product.